Dataset: Full USPTO retrosynthesis dataset with 1.9M reactions from patents (1976-2016). Task: Predict the reactants needed to synthesize the given product. (1) Given the product [CH2:1]([N:3]([CH2:16][CH3:17])[C:4](=[O:15])[CH2:5][C:6]1[CH:11]=[CH:10][CH:9]=[C:8]2[C:7]=1[NH:12][CH:19]=[CH:18]2)[CH3:2], predict the reactants needed to synthesize it. The reactants are: [CH2:1]([N:3]([CH2:16][CH3:17])[C:4](=[O:15])[CH2:5][C:6]1[CH:11]=[CH:10][CH:9]=[CH:8][C:7]=1[N+:12]([O-])=O)[CH3:2].[CH:18]([Mg]Br)=[CH2:19].[Cl-].[NH4+]. (2) Given the product [CH3:1][O:2][C:3]1[C:8]([CH3:9])=[CH:7][C:6]([S:12]([Cl:11])(=[O:14])=[O:13])=[CH:5][C:4]=1[CH3:10], predict the reactants needed to synthesize it. The reactants are: [CH3:1][O:2][C:3]1[C:8]([CH3:9])=[CH:7][CH:6]=[CH:5][C:4]=1[CH3:10].[Cl:11][S:12](O)(=[O:14])=[O:13]. (3) Given the product [CH2:1]([O:3][C:4]([C:6]1[N:11]=[CH:10][C:9]2[N:12]=[C:13]([C:15]3[CH:16]=[N:17][C:18]([S:40][C:34]4[CH:39]=[CH:38][CH:37]=[CH:36][CH:35]=4)=[CH:19][CH:20]=3)[S:14][C:8]=2[C:7]=1[OH:22])=[O:5])[CH3:2], predict the reactants needed to synthesize it. The reactants are: [CH2:1]([O:3][C:4]([C:6]1[N:11]=[CH:10][C:9]2[N:12]=[C:13]([C:15]3[CH:16]=[N:17][C:18](Cl)=[CH:19][CH:20]=3)[S:14][C:8]=2[C:7]=1[OH:22])=[O:5])[CH3:2].C(N(CC)CC)C.C(Cl)(Cl)Cl.[C:34]1([SH:40])[CH:39]=[CH:38][CH:37]=[CH:36][CH:35]=1. (4) Given the product [N:26]1[C:35]2[C:30](=[CH:31][CH:32]=[CH:33][CH:34]=2)[C:29]([N:36]2[C:5]([C:7]3[C:12](=[O:13])[CH:11]=[CH:10][N:9]([C:14]4[CH:19]=[CH:18][CH:17]=[C:16]([O:20][C:21]([F:24])([F:23])[F:22])[CH:15]=4)[N:8]=3)=[CH:4][CH:3]=[N:2]2)=[CH:28][CH:27]=1, predict the reactants needed to synthesize it. The reactants are: C[N:2](C)/[CH:3]=[CH:4]/[C:5]([C:7]1[C:12](=[O:13])[CH:11]=[CH:10][N:9]([C:14]2[CH:19]=[CH:18][CH:17]=[C:16]([O:20][C:21]([F:24])([F:23])[F:22])[CH:15]=2)[N:8]=1)=O.[N:26]1[C:35]2[C:30](=[CH:31][CH:32]=[CH:33][CH:34]=2)[C:29]([NH:36]N)=[CH:28][CH:27]=1. (5) Given the product [Br:8][C:7]1[C:2]([NH:9][NH:10][C:18](=[O:20])[CH3:19])=[N:3][CH:4]=[CH:5][CH:6]=1, predict the reactants needed to synthesize it. The reactants are: Br[C:2]1[C:7]([Br:8])=[CH:6][CH:5]=[CH:4][N:3]=1.[NH2:9][NH2:10].C(N(CC)CC)C.[C:18](Cl)(=[O:20])[CH3:19]. (6) Given the product [O:34]=[C:35]1[N:44]([CH2:45][CH2:46][CH3:47])[C:43](=[O:48])[C:42]2[C:37](=[CH:38][CH:39]=[C:40]([C:49]([C:51]3[N:55]4[CH:56]=[CH:57][CH:58]=[CH:59][C:54]4=[C:53]([C:60]4[CH:61]=[C:62]([CH:66]=[CH:67][CH:68]=4)[C:63]([NH2:6])=[O:64])[N:52]=3)=[O:50])[CH:41]=2)[NH:36]1, predict the reactants needed to synthesize it. The reactants are: [Cl-].[NH4+].C([N:6](CC)C(C)C)(C)C.[B-](F)(F)(F)F.CCOC(C(C#N)=NOC(N(C)C)=[N+](C)C)=O.[O:34]=[C:35]1[N:44]([CH2:45][CH2:46][CH3:47])[C:43](=[O:48])[C:42]2[C:37](=[CH:38][CH:39]=[C:40]([C:49]([C:51]3[N:55]4[CH:56]=[CH:57][CH:58]=[CH:59][C:54]4=[C:53]([C:60]4[CH:61]=[C:62]([CH:66]=[CH:67][CH:68]=4)[C:63](O)=[O:64])[N:52]=3)=[O:50])[CH:41]=2)[NH:36]1.C(=O)([O-])O.[Na+]. (7) Given the product [C:1]1([C:7]2[CH:8]=[C:9]([C:16]#[N:18])[S:10][C:11]=2[C:12]([F:13])([F:14])[F:15])[CH:2]=[CH:3][CH:4]=[CH:5][CH:6]=1, predict the reactants needed to synthesize it. The reactants are: [C:1]1([C:7]2[CH:8]=[C:9]([C:16]([NH2:18])=O)[S:10][C:11]=2[C:12]([F:15])([F:14])[F:13])[CH:6]=[CH:5][CH:4]=[CH:3][CH:2]=1.CC[N+](S(N=C(OC)[O-])(=O)=O)(CC)CC.C(Cl)Cl.O. (8) Given the product [CH3:11][O:10][CH2:9][O:8][C:6]1[CH:7]=[C:2]2[C:3]([CH:12]([CH2:27][CH:28]=[CH2:29])[C:13]([C:17]3[CH:18]=[CH:19][C:20]([O:23][CH2:24][O:25][CH3:26])=[CH:21][CH:22]=3)([CH3:14])[CH2:16][O:1]2)=[CH:4][CH:5]=1, predict the reactants needed to synthesize it. The reactants are: [OH:1][C:2]1[CH:7]=[C:6]([O:8][CH2:9][O:10][CH3:11])[CH:5]=[CH:4][C:3]=1[CH:12]([CH2:27][CH:28]=[CH2:29])[C:13]([C:17]1[CH:22]=[CH:21][C:20]([O:23][CH2:24][O:25][CH3:26])=[CH:19][CH:18]=1)([CH3:16])[CH2:14]O.C1(P(C2C=CC=CC=2)C2C=CC=CC=2)C=CC=CC=1.CCOC(/N=N/C(OCC)=O)=O.O. (9) Given the product [OH:19][C:20]1([C:23]([NH:1][CH2:2][C:3]2[CH:8]=[CH:7][C:6]([C:9]3[C:10]([C:15]([O:17][CH3:18])=[O:16])=[CH:11][CH:12]=[CH:13][CH:14]=3)=[CH:5][CH:4]=2)=[O:24])[CH2:22][CH2:21]1, predict the reactants needed to synthesize it. The reactants are: [NH2:1][CH2:2][C:3]1[CH:8]=[CH:7][C:6]([C:9]2[C:10]([C:15]([O:17][CH3:18])=[O:16])=[CH:11][CH:12]=[CH:13][CH:14]=2)=[CH:5][CH:4]=1.[OH:19][C:20]1([C:23](O)=[O:24])[CH2:22][CH2:21]1.O.ON1C2C=CC=CC=2N=N1.Cl.CN(C)CCCN=C=NCC. (10) Given the product [C:46]([C:41]1[CH:42]=[C:43]2[C:38](=[C:39]([F:50])[CH:40]=1)[C:37](=[O:51])[N:36]([C:35]1[CH:34]=[CH:33][CH:32]=[C:31]([C:2]3[CH:3]=[C:4]([NH:10][C:11]4[N:12]=[N:13][C:14]([O:17][C:18]([CH3:24])([CH3:23])[CH2:19][N:20]([CH3:22])[CH3:21])=[CH:15][CH:16]=4)[C:5](=[O:9])[N:6]([CH3:8])[N:7]=3)[C:30]=1[CH2:29][OH:28])[N:45]=[CH:44]2)([CH3:49])([CH3:47])[CH3:48], predict the reactants needed to synthesize it. The reactants are: Cl[C:2]1[CH:3]=[C:4]([NH:10][C:11]2[N:12]=[N:13][C:14]([O:17][C:18]([CH3:24])([CH3:23])[CH2:19][N:20]([CH3:22])[CH3:21])=[CH:15][CH:16]=2)[C:5](=[O:9])[N:6]([CH3:8])[N:7]=1.C([O:28][CH2:29][C:30]1[C:35]([N:36]2[N:45]=[CH:44][C:43]3[C:38](=[C:39]([F:50])[CH:40]=[C:41]([C:46]([CH3:49])([CH3:48])[CH3:47])[CH:42]=3)[C:37]2=[O:51])=[CH:34][CH:33]=[CH:32][C:31]=1[B-](F)(F)F)(=O)C.[K+].CC(C1C=C(C(C)C)C(C2C=CC=CC=2P(C2CCCCC2)C2CCCCC2)=C(C(C)C)C=1)C.[O-]P([O-])([O-])=O.[K+].[K+].[K+].[OH-].[Na+].